The task is: Predict the reaction yield, written as a fraction of the theoretical maximum amount of product (1.0 means a 100% yield; for example, 0.34 means a 34% yield).. This data is from Reaction yield outcomes from USPTO patents with 853,638 reactions. (1) The reactants are [CH3:1][Mg+].[Br-].[CH:4]1([N:8]2[CH2:14][CH2:13][CH2:12][N:11]([C:15]([N:17]3[CH2:20][CH:19]([O:21][C:22]4[CH:23]=[CH:24][C:25]([C:28]([O:30]CC)=O)=[N:26][CH:27]=4)[CH2:18]3)=[O:16])[CH2:10][CH2:9]2)[CH2:7][CH2:6][CH2:5]1. The catalyst is C(OCC)C. The product is [CH:4]1([N:8]2[CH2:14][CH2:13][CH2:12][N:11]([C:15]([N:17]3[CH2:18][CH:19]([O:21][C:22]4[CH:23]=[CH:24][C:25]([C:19]([OH:21])([CH3:20])[CH3:18])=[N:26][CH:27]=4)[CH2:20]3)=[O:16])[CH2:10][CH2:9]2)[CH2:7][CH2:6][CH2:5]1.[CH:4]1([N:8]2[CH2:14][CH2:13][CH2:12][N:11]([C:15]([N:17]3[CH2:18][CH:19]([O:21][C:22]4[CH:23]=[CH:24][C:25]([C:28](=[O:30])[CH3:1])=[N:26][CH:27]=4)[CH2:20]3)=[O:16])[CH2:10][CH2:9]2)[CH2:5][CH2:6][CH2:7]1. The yield is 0.370. (2) The reactants are [CH3:1][O:2][C:3]([CH:5]1[CH2:13][C:12]2[C:7](=[CH:8][CH:9]=[CH:10][CH:11]=2)[CH2:6]1)=[O:4].[Li+].[CH3:15][Si]([N-][Si](C)(C)C)(C)C.CI. The catalyst is C1COCC1. The product is [CH3:1][O:2][C:3]([C:5]1([CH3:15])[CH2:13][C:12]2[C:7](=[CH:8][CH:9]=[CH:10][CH:11]=2)[CH2:6]1)=[O:4]. The yield is 0.0900. (3) The reactants are FC(F)(F)C([N:5]1[CH2:14][CH2:13][C:12]2[C:7](=[CH:8][CH:9]=[C:10]([CH2:15][CH2:16][CH2:17][CH2:18][CH2:19][CH2:20][CH2:21][CH3:22])[CH:11]=2)[CH2:6]1)=O.C([O-])([O-])=O.[K+].[K+]. The catalyst is CO. The product is [CH2:15]([C:10]1[CH:11]=[C:12]2[C:7](=[CH:8][CH:9]=1)[CH2:6][NH:5][CH2:14][CH2:13]2)[CH2:16][CH2:17][CH2:18][CH2:19][CH2:20][CH2:21][CH3:22]. The yield is 0.980. (4) The reactants are [Cl:1][C:2]1[N:3]=[CH:4][C:5]2[C:9](Cl)([N:10]=1)[N:8]=[CH:7][N:6]=2.[CH3:12][C:13]1[NH:17][N:16]=[C:15]([NH2:18])[CH:14]=1. The catalyst is C(O)C. The product is [Cl:1][C:2]1[N:3]=[CH:4][C:5]2[C:9]([NH:18][C:15]3[CH:14]=[C:13]([CH3:12])[NH:17][N:16]=3)([N:10]=1)[N:8]=[CH:7][N:6]=2. The yield is 0.580. (5) The reactants are C[Mg]Br.[CH2:4]([N:11]1[CH2:16][CH2:15][C:14](=[O:17])[CH2:13][CH2:12]1)[C:5]1[CH:10]=[CH:9][CH:8]=[CH:7][CH:6]=1.O1CCC[CH2:19]1.[Cl-].[NH4+]. The catalyst is C(OCC)C. The product is [CH2:4]([N:11]1[CH2:16][CH2:15][C:14]([CH3:19])([OH:17])[CH2:13][CH2:12]1)[C:5]1[CH:6]=[CH:7][CH:8]=[CH:9][CH:10]=1. The yield is 0.720.